From a dataset of Peptide-MHC class II binding affinity with 134,281 pairs from IEDB. Regression. Given a peptide amino acid sequence and an MHC pseudo amino acid sequence, predict their binding affinity value. This is MHC class II binding data. (1) The peptide sequence is AFKVAATAATAAPAN. The MHC is HLA-DPA10201-DPB11401 with pseudo-sequence HLA-DPA10201-DPB11401. The binding affinity (normalized) is 0.780. (2) The peptide sequence is IQARAAALAFEQAYA. The MHC is DRB1_1302 with pseudo-sequence DRB1_1302. The binding affinity (normalized) is 0.0937.